Dataset: Full USPTO retrosynthesis dataset with 1.9M reactions from patents (1976-2016). Task: Predict the reactants needed to synthesize the given product. (1) Given the product [ClH:27].[C:33]([O:32][C:30]([C:4]1[CH:3]=[C:2]([C:40]2[CH:45]=[CH:44][N:43]=[CH:42][CH:41]=2)[CH:29]=[CH:28][C:5]=1[C:6]([N:8]1[CH2:9][CH2:10][N:11]([S:14]([C:17]2[CH:26]=[CH:25][C:24]3[C:19](=[CH:20][CH:21]=[C:22]([Cl:27])[CH:23]=3)[CH:18]=2)(=[O:16])=[O:15])[CH2:12][CH2:13]1)=[O:7])=[O:31])([CH3:36])([CH3:34])[CH3:35], predict the reactants needed to synthesize it. The reactants are: Br[C:2]1[CH:29]=[CH:28][C:5]([C:6]([N:8]2[CH2:13][CH2:12][N:11]([S:14]([C:17]3[CH:26]=[CH:25][C:24]4[C:19](=[CH:20][CH:21]=[C:22]([Cl:27])[CH:23]=4)[CH:18]=3)(=[O:16])=[O:15])[CH2:10][CH2:9]2)=[O:7])=[C:4]([C:30]([O:32][C:33]([CH3:36])([CH3:35])[CH3:34])=[O:31])[CH:3]=1.C(B(CC)[C:40]1[CH:45]=[CH:44][N:43]=[CH:42][CH:41]=1)C. (2) Given the product [CH3:1][O:2][C:3]([C:5]1[C:14]2[C:9](=[CH:10][CH:11]=[CH:12][CH:13]=2)[N:8]=[C:7]2[O:15][CH:17]=[CH:16][C:6]=12)=[O:4], predict the reactants needed to synthesize it. The reactants are: [CH3:1][O:2][C:3]([C:5]1[C:14]2[C:9](=[CH:10][CH:11]=[CH:12][CH:13]=2)[NH:8][C:7](=[O:15])[C:6]=1[CH:16]=[CH2:17])=[O:4].BrBr.C(N(CC)CC)C. (3) The reactants are: [F:1][C:2]1[N:7]=[C:6]([I:8])[C:5]([OH:9])=[CH:4][CH:3]=1.[CH3:10][O:11][CH2:12]Cl. Given the product [F:1][C:2]1[N:7]=[C:6]([I:8])[C:5]([O:9][CH2:10][O:11][CH3:12])=[CH:4][CH:3]=1, predict the reactants needed to synthesize it. (4) Given the product [O:7]=[C:8]1[C:9]([CH2:10][C:11]([O:13][CH2:14][CH3:15])=[O:12])=[CH:16][NH:22][C:20](=[S:21])[NH:19]1, predict the reactants needed to synthesize it. The reactants are: [O-]CC.[Na+].C([O:7][C:8](=O)[CH:9]([CH:16]=O)[CH2:10][C:11]([O:13][CH2:14][CH3:15])=[O:12])C.[NH2:19][C:20]([NH2:22])=[S:21].C(O)(=O)C. (5) The reactants are: OCCN[C:5](=[O:9])[C:6]([NH2:8])=[O:7].[NH2:10][C:11]([CH3:15])([CH3:14])[CH2:12][OH:13]. Given the product [OH:13][CH2:12][C:11]([NH:10][C:5](=[O:9])[C:6]([NH2:8])=[O:7])([CH3:15])[CH3:14], predict the reactants needed to synthesize it. (6) Given the product [CH3:37][C@:8]1([CH2:21][O:22][C:23]2[CH:24]=[C:25]([C:29]3[C:33]4[S:34][CH:35]=[CH:36][C:32]=4[O:31][N:30]=3)[CH:26]=[CH:27][CH:28]=2)[CH2:9][O:10]1, predict the reactants needed to synthesize it. The reactants are: CC(C)([O-])C.[K+].O[C@@:8]([CH3:37])([CH2:21][O:22][C:23]1[CH:28]=[CH:27][CH:26]=[C:25]([C:29]2[C:33]3[S:34][CH:35]=[CH:36][C:32]=3[O:31][N:30]=2)[CH:24]=1)[CH2:9][O:10]S(C1C=CC(C)=CC=1)(=O)=O.C.